This data is from Full USPTO retrosynthesis dataset with 1.9M reactions from patents (1976-2016). The task is: Predict the reactants needed to synthesize the given product. (1) Given the product [CH3:7][O:6][C:5]1[CH:4]=[C:3]([CH:11]=[CH:10][C:8]=1[O:9][CH2:15][CH2:14][O:13][CH3:12])[CH:2]=[O:1], predict the reactants needed to synthesize it. The reactants are: [O:1]=[CH:2][C:3]1[CH:11]=[CH:10][C:8]([OH:9])=[C:5]([O:6][CH3:7])[CH:4]=1.[CH3:12][O:13][CH2:14][CH2:15]Br.CN(C=O)C.C([O-])([O-])=O.[K+].[K+]. (2) Given the product [NH2:1][C:2]1[N:3]=[C:4]([NH2:22])[C:5]2[CH:10]=[CH:9][N:8]([C@@H:11]3[O:17][C@H:16]([CH2:18][OH:19])[C@@H:14]([OH:15])[C@@:12]3([CH3:20])[OH:13])[C:6]=2[N:7]=1, predict the reactants needed to synthesize it. The reactants are: [NH2:1][C:2]1[N:3]=[C:4](Cl)[C:5]2[CH:10]=[CH:9][N:8]([C@@H:11]3[O:17][C@H:16]([CH2:18][OH:19])[C@@H:14]([OH:15])[C@@:12]3([CH3:20])[OH:13])[C:6]=2[N:7]=1.[NH3:22]. (3) The reactants are: [CH3:1][O:2][C:3]1[C:4]([N:9]2[CH2:14][CH2:13][N:12]([CH2:15][CH2:16][CH2:17][C:18]3[C:26]4[C:21](=[CH:22][CH:23]=[C:24]([N+:27]([O-])=O)[CH:25]=4)[NH:20][CH:19]=3)[CH2:11][CH2:10]2)=[N:5][CH:6]=[N:7][CH:8]=1. Given the product [CH3:1][O:2][C:3]1[C:4]([N:9]2[CH2:14][CH2:13][N:12]([CH2:15][CH2:16][CH2:17][C:18]3[C:26]4[C:21](=[CH:22][CH:23]=[C:24]([NH2:27])[CH:25]=4)[NH:20][CH:19]=3)[CH2:11][CH2:10]2)=[N:5][CH:6]=[N:7][CH:8]=1, predict the reactants needed to synthesize it. (4) Given the product [F:15][C:16]1[CH:21]=[CH:20][C:19]([CH3:22])=[CH:18][C:17]=1[NH:23][C:24]([NH:26][C:27]1[CH:28]=[CH:29][C:30]([C:2]2[CH:7]=[CH:6][N:5]=[C:4]3[CH:8]=[C:9]([C:11]([O:13][CH3:14])=[O:12])[S:10][C:3]=23)=[CH:31][CH:32]=1)=[O:25], predict the reactants needed to synthesize it. The reactants are: Br[C:2]1[CH:7]=[CH:6][N:5]=[C:4]2[CH:8]=[C:9]([C:11]([O:13][CH3:14])=[O:12])[S:10][C:3]=12.[F:15][C:16]1[CH:21]=[CH:20][C:19]([CH3:22])=[CH:18][C:17]=1[NH:23][C:24]([NH:26][C:27]1[CH:32]=[CH:31][C:30](B2OC(C)(C)C(C)(C)O2)=[CH:29][CH:28]=1)=[O:25].C([O-])([O-])=O.[Na+].[Na+].O. (5) Given the product [CH2:1]([O:3][C@@H:4]([CH2:10][C:11]1[CH:12]=[CH:13][C:14]([O:17][CH2:26][C:22]2[CH:21]=[C:20]([O:19][CH3:18])[CH:25]=[CH:24][N:23]=2)=[CH:15][CH:16]=1)[C:5]([O:7][CH2:8][CH3:9])=[O:6])[CH3:2], predict the reactants needed to synthesize it. The reactants are: [CH2:1]([O:3][C@@H:4]([CH2:10][C:11]1[CH:16]=[CH:15][C:14]([OH:17])=[CH:13][CH:12]=1)[C:5]([O:7][CH2:8][CH3:9])=[O:6])[CH3:2].[CH3:18][O:19][C:20]1[CH:25]=[CH:24][N:23]=[C:22]([CH2:26]O)[CH:21]=1.C(P(CCCC)CCCC)CCC.N(C(OC(C)C)=O)=NC(OC(C)C)=O. (6) Given the product [O:29]1[CH2:28][CH2:27][N:26]([C:20]2[CH:21]=[N:22][C:23]3[C:18]([CH:19]=2)=[CH:17][C:16]([S:15][C:12]2[N:10]4[CH:11]=[C:6]([C:4](=[O:3])[CH3:5])[CH:7]=[CH:8][C:9]4=[N:14][N:13]=2)=[CH:25][CH:24]=3)[CH2:31][CH2:30]1, predict the reactants needed to synthesize it. The reactants are: C([O:3][C:4]([C:6]1[CH:7]=[CH:8][C:9]2[N:10]([C:12]([S:15][C:16]3[CH:17]=[C:18]4[C:23](=[CH:24][CH:25]=3)[N:22]=[CH:21][C:20]([N:26]3[CH2:31][CH2:30][O:29][CH2:28][CH2:27]3)=[CH:19]4)=[N:13][N:14]=2)[CH:11]=1)=[CH2:5])C.Cl.C([O-])(O)=O.[Na+]. (7) Given the product [Br:1][C:2]1[CH:7]=[CH:6][C:5]([S:8]([NH:17][CH:13]2[CH2:16][CH2:15][CH2:14]2)(=[O:10])=[O:9])=[CH:4][C:3]=1[F:12], predict the reactants needed to synthesize it. The reactants are: [Br:1][C:2]1[CH:7]=[CH:6][C:5]([S:8](Cl)(=[O:10])=[O:9])=[CH:4][C:3]=1[F:12].[CH:13]1([NH2:17])[CH2:16][CH2:15][CH2:14]1. (8) The reactants are: [C:1]([C:4]1[S:5][CH:6]=[CH:7][N:8]=1)(=[O:3])[CH3:2].[Si:9](OS(C(F)(F)F)(=O)=O)([CH:16]([CH3:18])[CH3:17])([CH:13]([CH3:15])[CH3:14])[CH:10]([CH3:12])[CH3:11].CCN(C(C)C)C(C)C. Given the product [CH:10]([Si:9]([CH:16]([CH3:18])[CH3:17])([CH:13]([CH3:15])[CH3:14])[O:3][C:1]([C:4]1[S:5][CH:6]=[CH:7][N:8]=1)=[CH2:2])([CH3:12])[CH3:11], predict the reactants needed to synthesize it.